This data is from Full USPTO retrosynthesis dataset with 1.9M reactions from patents (1976-2016). The task is: Predict the reactants needed to synthesize the given product. (1) Given the product [C:27]([NH:2][C:3]1([C:6]([NH:8][C@H:9]([B:14]2[O:18][C@@H:17]3[CH2:19][C@@H:20]4[CH2:23][C@H:22]([C@:16]3([CH3:26])[O:15]2)[C:21]4([CH3:24])[CH3:25])[CH2:10][CH:11]([CH3:13])[CH3:12])=[O:7])[CH2:5][CH2:4]1)(=[O:29])[CH3:28], predict the reactants needed to synthesize it. The reactants are: Cl.[NH2:2][C:3]1([C:6]([NH:8][C@H:9]([B:14]2[O:18][C@@H:17]3[CH2:19][C@@H:20]4[CH2:23][C@H:22]([C@:16]3([CH3:26])[O:15]2)[C:21]4([CH3:25])[CH3:24])[CH2:10][CH:11]([CH3:13])[CH3:12])=[O:7])[CH2:5][CH2:4]1.[C:27](OC(=O)C)(=[O:29])[CH3:28].CCN(C(C)C)C(C)C. (2) Given the product [C:1]([C:5]1[CH:6]=[C:7]([NH:11][C:12](=[O:20])[C:13]2[CH:18]=[CH:17][C:16]([N:22]3[CH2:23][CH2:24][C:25]4[C:30](=[CH:29][CH:28]=[CH:27][CH:26]=4)[CH2:21]3)=[N:15][CH:14]=2)[CH:8]=[CH:9][CH:10]=1)([CH3:4])([CH3:3])[CH3:2], predict the reactants needed to synthesize it. The reactants are: [C:1]([C:5]1[CH:6]=[C:7]([NH:11][C:12](=[O:20])[C:13]2[CH:18]=[CH:17][C:16](Cl)=[N:15][CH:14]=2)[CH:8]=[CH:9][CH:10]=1)([CH3:4])([CH3:3])[CH3:2].[CH2:21]1[C:30]2[C:25](=[CH:26][CH:27]=[CH:28][CH:29]=2)[CH2:24][CH2:23][NH:22]1.IC1C=C(NC(=O)C2C=CC(N3CCOCC3)=NC=2)C=CC=1C. (3) Given the product [Br:20][C:12]1[CH:13]=[C:14]([CH3:15])[C:6]([CH3:5])=[C:7]([CH:11]=1)[C:8]([OH:10])=[O:9], predict the reactants needed to synthesize it. The reactants are: C(O)(=O)C.[CH3:5][C:6]1[C:14]([CH3:15])=[CH:13][CH:12]=[CH:11][C:7]=1[C:8]([OH:10])=[O:9].[N+]([O-])(O)=O.[Br:20]Br. (4) The reactants are: [CH2:1]([O:8][C:9]1[CH:14]=[CH:13][C:12]([C:15]#[C:16][C:17]2[CH:40]=[CH:39][C:20]([CH2:21][N:22]([C:34](=[O:38])[C:35]([OH:37])=[O:36])[CH2:23][C:24]3[CH:29]=[CH:28][C:27]([C:30]([F:33])([F:32])[F:31])=[CH:26][CH:25]=3)=[CH:19][CH:18]=2)=[CH:11][CH:10]=1)[CH2:2][CH2:3][CH2:4][CH2:5][CH2:6][CH3:7]. Given the product [CH2:1]([O:8][C:9]1[CH:10]=[CH:11][C:12]([CH2:15][CH2:16][C:17]2[CH:40]=[CH:39][C:20]([CH2:21][N:22]([C:34](=[O:38])[C:35]([OH:37])=[O:36])[CH2:23][C:24]3[CH:25]=[CH:26][C:27]([C:30]([F:32])([F:33])[F:31])=[CH:28][CH:29]=3)=[CH:19][CH:18]=2)=[CH:13][CH:14]=1)[CH2:2][CH2:3][CH2:4][CH2:5][CH2:6][CH3:7], predict the reactants needed to synthesize it. (5) Given the product [Br:10][C:11]1[CH:20]=[CH:19][CH:18]=[C:17]2[C:12]=1[CH:13]=[CH:14][C:15](=[O:23])[C:16]2=[O:21], predict the reactants needed to synthesize it. The reactants are: BrC1C=CC=CC=1CBr.[Br:10][C:11]1[CH:20]=[CH:19][CH:18]=[C:17]2[C:12]=1[CH2:13][CH2:14][CH2:15][C:16]2=[O:21].[Se](=O)=[O:23]. (6) Given the product [OH:11][C:7]1[NH:6][C:5]([CH3:12])=[C:4]([C:1](=[O:3])[CH:2]=[CH:22][C:21]2[CH:24]=[CH:25][CH:26]=[C:19]([O:18][CH2:17][C:15]([O:14][CH3:13])=[O:16])[CH:20]=2)[C:9](=[O:10])[CH:8]=1, predict the reactants needed to synthesize it. The reactants are: [C:1]([C:4]1[C:9](=[O:10])[CH:8]=[C:7]([OH:11])[NH:6][C:5]=1[CH3:12])(=[O:3])[CH3:2].[CH3:13][O:14][C:15]([CH2:17][O:18][C:19]1[CH:20]=[C:21]([CH:24]=[CH:25][CH:26]=1)[CH:22]=O)=[O:16].N1CCCCC1.O. (7) Given the product [F:35][CH:36]([F:42])[C:37]([NH:1][C@H:2]([CH2:26][F:27])[C@H:3]([OH:4])[C:5]1[CH:10]=[CH:9][C:8]([C:11]2[CH:16]=[CH:15][N:14]3[CH:17]=[C:18]([CH2:20][NH:21][S:22]([CH3:25])(=[O:23])=[O:24])[N:19]=[C:13]3[CH:12]=2)=[CH:7][CH:6]=1)=[O:38], predict the reactants needed to synthesize it. The reactants are: [NH2:1][C@H:2]([CH2:26][F:27])[C@@H:3]([C:5]1[CH:10]=[CH:9][C:8]([C:11]2[CH:16]=[CH:15][N:14]3[CH:17]=[C:18]([CH2:20][NH:21][S:22]([CH3:25])(=[O:24])=[O:23])[N:19]=[C:13]3[CH:12]=2)=[CH:7][CH:6]=1)[OH:4].C(N(CC)CC)C.[F:35][CH:36]([F:42])[C:37](OCC)=[O:38].